Dataset: Catalyst prediction with 721,799 reactions and 888 catalyst types from USPTO. Task: Predict which catalyst facilitates the given reaction. (1) Reactant: [CH3:1][O:2][CH2:3][C:4]([OH:6])=O.[NH2:7][C:8]1[CH:13]=[CH:12][C:11]([CH2:14][C:15]([NH:17][C:18]2[S:19][C:20]([CH:23]([CH3:25])[CH3:24])=[CH:21][N:22]=2)=[O:16])=[CH:10][CH:9]=1. Product: [CH:23]([C:20]1[S:19][C:18]([NH:17][C:15](=[O:16])[CH2:14][C:11]2[CH:10]=[CH:9][C:8]([NH:7][C:4](=[O:6])[CH2:3][O:2][CH3:1])=[CH:13][CH:12]=2)=[N:22][CH:21]=1)([CH3:25])[CH3:24]. The catalyst class is: 241. (2) Reactant: [I-].C([O:4][C:5]([CH:7]1[CH2:12][CH2:11][CH2:10][N+:9]([CH3:14])([CH3:13])[CH2:8]1)=[O:6])C.OS(O)(=O)=O. Product: [CH3:13][N+:9]1([CH3:14])[CH2:10][CH2:11][CH2:12][CH:7]([C:5]([O-:6])=[O:4])[CH2:8]1. The catalyst class is: 6.